This data is from Reaction yield outcomes from USPTO patents with 853,638 reactions. The task is: Predict the reaction yield, written as a fraction of the theoretical maximum amount of product (1.0 means a 100% yield; for example, 0.34 means a 34% yield). (1) The reactants are [S:1](=[O:33])(=[O:32])([O:3][CH2:4][C@@H:5]1[CH2:9][C@@H:8]([N:10]2[C:14]3[N:15]=[CH:16][N:17]=[C:18]([NH:19][CH2:20][CH:21]4[CH2:23][CH2:22]4)[C:13]=3[CH:12]=[CH:11]2)[CH2:7][C@@H:6]1[O:24][Si](C(C)(C)C)(C)C)[NH2:2]. The catalyst is C1COCC1.N1C=CC=CC=1.F.N1C=CC=CC=1. The product is [S:1](=[O:32])(=[O:33])([O:3][CH2:4][C@@H:5]1[CH2:9][C@@H:8]([N:10]2[C:14]3[N:15]=[CH:16][N:17]=[C:18]([NH:19][CH2:20][CH:21]4[CH2:22][CH2:23]4)[C:13]=3[CH:12]=[CH:11]2)[CH2:7][C@@H:6]1[OH:24])[NH2:2]. The yield is 0.0440. (2) The reactants are [CH3:1][O:2][N:3]=[CH:4][C:5]1[CH:10]=[CH:9][C:8]([C:11]#[N:12])=[CH:7][CH:6]=1.C([BH3-])#N.[Na+]. No catalyst specified. The product is [C:11]([C:8]1[CH:9]=[CH:10][C:5]([CH2:4][NH:3][O:2][CH3:1])=[CH:6][CH:7]=1)#[N:12]. The yield is 0.750. (3) The product is [Br:1][C:2]1[CH:11]=[CH:10][C:5]([C:21]([OH:20])([CH3:22])[CH3:12])=[CH:4][CH:3]=1. The reactants are [Br:1][C:2]1[CH:11]=[CH:10][C:5](C(OC)=O)=[CH:4][CH:3]=1.[CH3:12][Mg]Br.[Cl-].[NH4+].C([O:20][CH2:21][CH3:22])(=O)C. The yield is 0.790. The catalyst is O1CCCC1. (4) The reactants are [CH3:1][CH:2]([CH2:7][CH2:8][CH2:9][CH:10]([CH3:22])[CH2:11][CH2:12][CH2:13][CH:14]([CH3:21])[CH2:15][CH2:16][CH2:17][CH:18]([CH3:20])[CH3:19])[CH2:3][C:4]([OH:6])=[O:5].[CH2:23](O)[CH3:24].OS(O)(=O)=O. The catalyst is C(Cl)(Cl)Cl. The product is [CH2:23]([O:5][C:4](=[O:6])[CH2:3][CH:2]([CH3:1])[CH2:7][CH2:8][CH2:9][CH:10]([CH3:22])[CH2:11][CH2:12][CH2:13][CH:14]([CH3:21])[CH2:15][CH2:16][CH2:17][CH:18]([CH3:20])[CH3:19])[CH3:24]. The yield is 0.930. (5) The catalyst is O1CCCC1. The product is [CH3:1][C:2]1[CH:8]=[CH:7][C:5]([NH:6][C:25](=[O:26])[C:24]2[CH:28]=[CH:29][C:20]([CH2:18][N:14]3[CH2:12][CH2:13][N:33]([CH3:32])[CH2:17][CH2:15]3)=[CH:22][CH:23]=2)=[CH:4][C:3]=1[N+:9]([O-:11])=[O:10]. The yield is 0.950. The reactants are [CH3:1][C:2]1[CH:8]=[CH:7][C:5]([NH2:6])=[CH:4][C:3]=1[N+:9]([O-:11])=[O:10].[CH2:12]([N:14]([CH:18]([CH3:20])C)[CH:15]([CH3:17])C)[CH3:13].Cl[CH2:22][C:23]1C=C[CH:29]=[CH:28][C:24]=1[C:25](Cl)=[O:26].[CH3:32][N:33]1CCNCC1.